Dataset: Full USPTO retrosynthesis dataset with 1.9M reactions from patents (1976-2016). Task: Predict the reactants needed to synthesize the given product. (1) Given the product [CH3:23][C:13]1[S:14][C:15]([C:16]2[CH:17]=[C:18]([CH3:22])[CH:19]=[CH:20][CH:21]=2)=[C:11]([C:9]([N:8]2[CH2:7][C@@H:6]3[C@@H:4]([CH2:5]3)[C@H:3]2[CH2:2][NH:1][C:34]([C:26]2[N:25]([CH3:24])[C:33]3[C:28]([CH:27]=2)=[CH:29][CH:30]=[CH:31][CH:32]=3)=[O:35])=[O:10])[N:12]=1, predict the reactants needed to synthesize it. The reactants are: [NH2:1][CH2:2][C@H:3]1[N:8]([C:9]([C:11]2[N:12]=[C:13]([CH3:23])[S:14][C:15]=2[C:16]2[CH:17]=[C:18]([CH3:22])[CH:19]=[CH:20][CH:21]=2)=[O:10])[CH2:7][C@@H:6]2[C@H:4]1[CH2:5]2.[CH3:24][N:25]1[C:33]2[C:28](=[CH:29][CH:30]=[CH:31][CH:32]=2)[CH:27]=[C:26]1[C:34](O)=[O:35]. (2) Given the product [F:20][C:21]1[CH:22]=[C:23]([CH:26]=[CH:27][C:28]=1[N:2]1[CH2:7][CH2:6][CH2:5][CH:4]([CH2:8][C:9]([N:11]2[CH:16]3[CH2:17][CH2:18][CH:12]2[CH2:13][CH:14]([OH:19])[CH2:15]3)=[O:10])[CH2:3]1)[C:24]#[N:25], predict the reactants needed to synthesize it. The reactants are: Cl.[NH:2]1[CH2:7][CH2:6][CH2:5][CH:4]([CH2:8][C:9]([N:11]2[CH:16]3[CH2:17][CH2:18][CH:12]2[CH2:13][CH:14]([OH:19])[CH2:15]3)=[O:10])[CH2:3]1.[F:20][C:21]1[CH:22]=[C:23]([CH:26]=[CH:27][C:28]=1F)[C:24]#[N:25].C(=O)([O-])[O-].[K+].[K+].CN(C)C=O. (3) Given the product [Br:10][C:8]1[CH:9]=[C:4]2[C:5]([CH2:11][N:15]([CH3:14])[C:3]2=[O:2])=[CH:6][CH:7]=1, predict the reactants needed to synthesize it. The reactants are: C[O:2][C:3](=O)[C:4]1[CH:9]=[C:8]([Br:10])[CH:7]=[CH:6][C:5]=1[CH2:11]Br.[CH3:14][NH2:15]. (4) Given the product [CH3:36][O:35][C:33]([NH:1][C:2]1[CH:31]=[CH:30][C:5]2[CH2:6][CH2:7][CH2:8][CH:9]([N:11]([CH2:19][C@H:20]([OH:29])[CH2:21][O:22][C:23]3[CH:28]=[CH:27][CH:26]=[CH:25][CH:24]=3)[CH2:12][C:13]3[CH:18]=[CH:17][CH:16]=[CH:15][CH:14]=3)[CH2:10][C:4]=2[CH:3]=1)=[O:34], predict the reactants needed to synthesize it. The reactants are: [NH2:1][C:2]1[CH:31]=[CH:30][C:5]2[CH2:6][CH2:7][CH2:8][CH:9]([N:11]([CH2:19][C@H:20]([OH:29])[CH2:21][O:22][C:23]3[CH:28]=[CH:27][CH:26]=[CH:25][CH:24]=3)[CH2:12][C:13]3[CH:18]=[CH:17][CH:16]=[CH:15][CH:14]=3)[CH2:10][C:4]=2[CH:3]=1.Cl[C:33]([O:35][CH3:36])=[O:34].N1C=CC=CC=1.C(=O)([O-])O.[Na+]. (5) Given the product [C:1]([O:11][CH3:17])(=[O:10])/[CH:2]=[CH:3]/[C:4]1[CH:5]=[CH:6][CH:7]=[CH:8][CH:9]=1, predict the reactants needed to synthesize it. The reactants are: [C:1]([OH:11])(=[O:10])/[CH:2]=[CH:3]/[C:4]1[CH:9]=[CH:8][CH:7]=[CH:6][CH:5]=1.O=P(Cl)(Cl)Cl.[CH3:17]O. (6) Given the product [CH2:1]([O:3][C:4]([C:6]1[C:7]([CH3:26])=[C:8]([C:19]([O:21][C:22]([CH3:25])([CH3:24])[CH3:23])=[O:20])[NH:9][C:10]=1[CH2:11][CH2:12][CH2:13][NH:27][CH2:28][C@H:29]([OH:37])[CH2:30][N:31]1[CH2:32][CH2:33][O:34][CH2:35][CH2:36]1)=[O:5])[CH3:2], predict the reactants needed to synthesize it. The reactants are: [CH2:1]([O:3][C:4]([C:6]1[C:7]([CH3:26])=[C:8]([C:19]([O:21][C:22]([CH3:25])([CH3:24])[CH3:23])=[O:20])[NH:9][C:10]=1[CH2:11][CH2:12][CH2:13]OS(C)(=O)=O)=[O:5])[CH3:2].[NH2:27][CH2:28][C@@H:29]([OH:37])[CH2:30][N:31]1[CH2:36][CH2:35][O:34][CH2:33][CH2:32]1. (7) Given the product [Cl:28][C:29]1[C:38]2[C:33](=[CH:34][C:35]([S:39]([N:6]([CH2:5][C:4]3[CH:12]=[CH:13][C:14]([O:16][CH3:17])=[CH:15][C:3]=3[O:2][CH3:1])[C:7]3[S:8][CH:9]=[CH:10][N:11]=3)(=[O:41])=[O:40])=[CH:36][CH:37]=2)[C:32]([F:54])=[CH:31][N:30]=1, predict the reactants needed to synthesize it. The reactants are: [CH3:1][O:2][C:3]1[CH:15]=[C:14]([O:16][CH3:17])[CH:13]=[CH:12][C:4]=1[CH2:5][NH:6][C:7]1[S:8][CH:9]=[CH:10][N:11]=1.C[Si]([N-][Si](C)(C)C)(C)C.[Li+].[Cl:28][C:29]1[C:38]2[C:33](=[CH:34][C:35]([S:39](OC3C(F)=C(F)C(F)=C(F)C=3F)(=[O:41])=[O:40])=[CH:36][CH:37]=2)[C:32]([F:54])=[CH:31][N:30]=1. (8) Given the product [F:27][C:24]([F:25])([F:26])[C:19]1[CH:20]=[CH:21][CH:22]=[CH:23][C:18]=1[C:17]([N:14]1[CH2:15][CH2:16][N:11]([C:8]2[N:7]=[N:6][C:5]([C:3]([OH:4])=[O:2])=[CH:10][CH:9]=2)[CH2:12][CH2:13]1)=[O:28], predict the reactants needed to synthesize it. The reactants are: C[O:2][C:3]([C:5]1[N:6]=[N:7][C:8]([N:11]2[CH2:16][CH2:15][N:14]([C:17](=[O:28])[C:18]3[CH:23]=[CH:22][CH:21]=[CH:20][C:19]=3[C:24]([F:27])([F:26])[F:25])[CH2:13][CH2:12]2)=[CH:9][CH:10]=1)=[O:4].O[Li].O.